This data is from Full USPTO retrosynthesis dataset with 1.9M reactions from patents (1976-2016). The task is: Predict the reactants needed to synthesize the given product. Given the product [CH3:1][C:2]1[CH:7]=[CH:6][N:5]=[C:4]([NH:8][C:31](=[O:32])[C:30]2[CH:29]=[CH:28][C:27]([B:22]3[O:23][C:24]([CH3:25])([CH3:26])[C:20]([CH3:36])([CH3:19])[O:21]3)=[CH:35][CH:34]=2)[CH:3]=1, predict the reactants needed to synthesize it. The reactants are: [CH3:1][C:2]1[CH:7]=[CH:6][N:5]=[C:4]([NH2:8])[CH:3]=1.[Li+].C[Si]([N-][Si](C)(C)C)(C)C.[CH3:19][C:20]1([CH3:36])[C:24]([CH3:26])([CH3:25])[O:23][B:22]([C:27]2[CH:35]=[CH:34][C:30]([C:31](Cl)=[O:32])=[CH:29][CH:28]=2)[O:21]1.